Dataset: CYP2C19 inhibition data for predicting drug metabolism from PubChem BioAssay. Task: Regression/Classification. Given a drug SMILES string, predict its absorption, distribution, metabolism, or excretion properties. Task type varies by dataset: regression for continuous measurements (e.g., permeability, clearance, half-life) or binary classification for categorical outcomes (e.g., BBB penetration, CYP inhibition). Dataset: cyp2c19_veith. (1) The compound is COc1ccc(C(C(=O)NC2CCCCC2)N(C(=O)Cc2c[nH]c3ccccc23)c2ccc(NC(C)=O)cc2)cc1OC. The result is 1 (inhibitor). (2) The drug is O=C(c1ccncc1)N1CCC2(CC1)CN(c1cccc(-c3ccccc3)c1)C2. The result is 1 (inhibitor).